This data is from Full USPTO retrosynthesis dataset with 1.9M reactions from patents (1976-2016). The task is: Predict the reactants needed to synthesize the given product. (1) Given the product [CH2:12]([O:16][C:45]1[CH:47]=[CH:48][C:40]([CH:39]=[O:38])=[CH:41][C:42]=1[O:43][CH3:44])[CH2:13][C:14]#[CH:15], predict the reactants needed to synthesize it. The reactants are: CC1C=CC(S(Cl)(=O)=O)=CC=1.[CH2:12]([OH:16])[CH2:13][C:14]#[CH:15].N1C=CC=CC=1.CC1C=CC(S(OCCC#C)(=O)=O)=CC=1.[O:38]=[CH:39][C:40]1[CH:48]=[CH:47][C:45](O)=[C:42]([O:43][CH3:44])[CH:41]=1. (2) Given the product [C:42](#[N:43])[C:36]1[C:37](=[CH:40][CH:41]=[CH:34][CH:35]=1)[C:38]#[N:39], predict the reactants needed to synthesize it. The reactants are: OC1C=CC(C(C2C=CC(O)=CC=2)(C)C)=CC=1.ClCCOCCCl.C([O-])([O-])=O.[K+].[K+].[N+]([C:34]1[CH:35]=[C:36]([C:42]#[N:43])[C:37](=[CH:40][CH:41]=1)[C:38]#[N:39])([O-])=O.Cl. (3) Given the product [CH2:1]([O:8][CH2:9][C:10]1[CH:15]=[C:14]([CH3:16])[N:13]=[C:12]([O:17][C@@H:18]([C:23]([O:36][CH3:37])([C:24]2[CH:25]=[CH:26][CH:27]=[CH:28][CH:29]=2)[C:30]2[CH:35]=[CH:34][CH:33]=[CH:32][CH:31]=2)[C:19]([OH:21])=[O:20])[N:11]=1)[C:2]1[CH:7]=[CH:6][CH:5]=[CH:4][CH:3]=1, predict the reactants needed to synthesize it. The reactants are: [CH2:1]([O:8][CH2:9][C:10]1[CH:15]=[C:14]([CH3:16])[N:13]=[C:12]([O:17][C@@H:18]([C:23]([O:36][CH3:37])([C:30]2[CH:35]=[CH:34][CH:33]=[CH:32][CH:31]=2)[C:24]2[CH:29]=[CH:28][CH:27]=[CH:26][CH:25]=2)[C:19]([O:21]C)=[O:20])[N:11]=1)[C:2]1[CH:7]=[CH:6][CH:5]=[CH:4][CH:3]=1.[OH-].[K+]. (4) Given the product [CH2:1]([N:8]([CH3:60])[C:9]([N:11]1[CH2:19][C:18]2[C:13](=[CH:14][C:15]([C:47]([N:49]3[C@H:58]([CH3:59])[CH2:57][C:56]4[C:51](=[CH:52][CH:53]=[CH:54][CH:55]=4)[CH2:50]3)=[O:48])=[C:16]([C:20]3[N:28]4[C:23]([CH2:24][CH2:25][CH2:26][CH2:27]4)=[C:22]([C:29](=[O:46])[N:30]([C:32]4[CH:37]=[CH:36][C:35]([OH:38])=[CH:34][CH:33]=4)[CH3:31])[CH:21]=3)[CH:17]=2)[CH2:12]1)=[O:10])[C:2]1[CH:7]=[CH:6][CH:5]=[CH:4][CH:3]=1, predict the reactants needed to synthesize it. The reactants are: [CH2:1]([N:8]([CH3:60])[C:9]([N:11]1[CH2:19][C:18]2[C:13](=[CH:14][C:15]([C:47]([N:49]3[C@H:58]([CH3:59])[CH2:57][C:56]4[C:51](=[CH:52][CH:53]=[CH:54][CH:55]=4)[CH2:50]3)=[O:48])=[C:16]([C:20]3[N:28]4[C:23]([CH2:24][CH2:25][CH2:26][CH2:27]4)=[C:22]([C:29](=[O:46])[N:30]([C:32]4[CH:37]=[CH:36][C:35]([O:38]CC5C=CC=CC=5)=[CH:34][CH:33]=4)[CH3:31])[CH:21]=3)[CH:17]=2)[CH2:12]1)=[O:10])[C:2]1[CH:7]=[CH:6][CH:5]=[CH:4][CH:3]=1.B(Cl)(Cl)Cl. (5) Given the product [CH2:1]([O:3][C:4](=[O:33])/[CH:5]=[C:6](/[CH:8]=[CH:9]/[C@@H:10]1[CH2:12][C@@:11]1([C:14]1[CH:15]=[C:16]([CH2:25][CH2:26][C:27](=[O:32])[CH2:28][CH2:29][CH2:30][CH3:31])[C:17]2[O:21][CH2:20][C:19]([CH3:22])([CH3:23])[C:18]=2[CH:24]=1)[CH3:13])\[CH3:7])[CH3:2], predict the reactants needed to synthesize it. The reactants are: [CH2:1]([O:3][C:4](=[O:33])/[CH:5]=[C:6](/[CH:8]=[CH:9]/[C@@H:10]1[CH2:12][C@@:11]1([C:14]1[CH:15]=[C:16]([CH2:25][CH2:26][CH:27]([OH:32])[CH2:28][CH2:29][CH2:30][CH3:31])[C:17]2[O:21][CH2:20][C:19]([CH3:23])([CH3:22])[C:18]=2[CH:24]=1)[CH3:13])\[CH3:7])[CH3:2].OC(CCCC)CCC1C2OCC(C)(C)C=2C=C([C@@]2(C)C[C@H]2/C=C/C(/C)=C/C(O)=O)C=1.ClCCl.C[N+]1([O-])CCOCC1. (6) The reactants are: [CH3:1][O:2][C:3](=[O:16])[C:4]1[CH:9]=[CH:8][CH:7]=[C:6]([C:10]2[N:11]=[CH:12][S:13][C:14]=2[CH3:15])[CH:5]=1.[Br:17]N1C(=O)CCC1=O. Given the product [CH3:1][O:2][C:3](=[O:16])[C:4]1[CH:9]=[CH:8][CH:7]=[C:6]([C:10]2[N:11]=[CH:12][S:13][C:14]=2[CH2:15][Br:17])[CH:5]=1, predict the reactants needed to synthesize it.